This data is from Catalyst prediction with 721,799 reactions and 888 catalyst types from USPTO. The task is: Predict which catalyst facilitates the given reaction. (1) Reactant: [CH:1]([O:4][C:5]([N:7]1[C:16]2[C:11](=[N:12][C:13]([O:17][CH3:18])=[CH:14][CH:15]=2)[C@H:10]([NH:19][CH2:20][C:21]2[CH:26]=[C:25]([C:27]([F:30])([F:29])[F:28])[CH:24]=[C:23]([C:31]([F:34])([F:33])[F:32])[CH:22]=2)[CH2:9][C@@H:8]1[CH3:35])=[O:6])([CH3:3])[CH3:2].N1C=CC=CC=1.[C:42](OC(=O)C)(=[O:44])[CH3:43]. Product: [CH:1]([O:4][C:5]([N:7]1[C:16]2[C:11](=[N:12][C:13]([O:17][CH3:18])=[CH:14][CH:15]=2)[C@H:10]([N:19]([C:42](=[O:44])[CH3:43])[CH2:20][C:21]2[CH:26]=[C:25]([C:27]([F:28])([F:29])[F:30])[CH:24]=[C:23]([C:31]([F:34])([F:33])[F:32])[CH:22]=2)[CH2:9][C@@H:8]1[CH3:35])=[O:6])([CH3:3])[CH3:2]. The catalyst class is: 4. (2) Reactant: CC1(C)[N:6]([C:7]([O:9][C:10]([CH3:13])([CH3:12])[CH3:11])=[O:8])[C@@H:5]([CH2:14][C@H:15]2[CH2:20][CH2:19][CH2:18][O:17][CH2:16]2)[CH2:4][O:3]1.CC1C=CC(S(O)(=O)=O)=CC=1.CC(OC(OC(OC(C)(C)C)=O)=O)(C)C. Product: [OH:3][CH2:4][C@@H:5]([NH:6][C:7](=[O:8])[O:9][C:10]([CH3:12])([CH3:11])[CH3:13])[CH2:14][C@H:15]1[CH2:20][CH2:19][CH2:18][O:17][CH2:16]1. The catalyst class is: 5. (3) Product: [CH3:11][N:10]1[C:5]2[CH:4]=[CH:3][C:2]([B:17]3[O:18][C:19]([CH3:21])([CH3:20])[C:15]([CH3:31])([CH3:14])[O:16]3)=[CH:13][C:6]=2[CH2:7][O:8][C:9]1=[O:12]. The catalyst class is: 75. Reactant: Br[C:2]1[CH:3]=[CH:4][C:5]2[N:10]([CH3:11])[C:9](=[O:12])[O:8][CH2:7][C:6]=2[CH:13]=1.[CH3:14][C:15]1([CH3:31])[C:19]([CH3:21])([CH3:20])[O:18][B:17]([B:17]2[O:18][C:19]([CH3:21])([CH3:20])[C:15]([CH3:31])([CH3:14])[O:16]2)[O:16]1.ClCCl.C([O-])(=O)C.[K+]. (4) Reactant: Cl[C:2]1[N:7]=[CH:6][N:5]=[C:4]([NH:8][C:9](=[O:26])[NH:10][C:11]2[C:12]([F:25])=[C:13]([NH:18][S:19]([CH2:22][CH2:23][CH3:24])(=[O:21])=[O:20])[CH:14]=[CH:15][C:16]=2[F:17])[CH:3]=1.[H][H]. Product: [F:25][C:12]1[C:11]([NH:10][C:9]([NH:8][C:4]2[CH:3]=[CH:2][N:7]=[CH:6][N:5]=2)=[O:26])=[C:16]([F:17])[CH:15]=[CH:14][C:13]=1[NH:18][S:19]([CH2:22][CH2:23][CH3:24])(=[O:20])=[O:21]. The catalyst class is: 29. (5) Reactant: [OH:1][C:2]1[CH:7]=[CH:6][C:5]([C:8](=[O:11])[CH2:9][CH3:10])=[CH:4][CH:3]=1.C(=O)([O-])[O-].[K+].[K+].[CH3:18][CH2:19][O:20][C:21]([CH2:23]Br)=[O:22]. Product: [C:8]([C:5]1[CH:4]=[CH:3][C:2]([O:1][CH2:23][C:21]([O:20][CH2:19][CH3:18])=[O:22])=[CH:7][CH:6]=1)(=[O:11])[CH2:9][CH3:10]. The catalyst class is: 3. (6) The catalyst class is: 5. Product: [P:1]([O-:3])([O:39][CH2:40][CH2:41][O:42][CH2:43][CH2:44][O:45][CH3:46])([O:8][C:9]([C:12]1[N:13]=[CH:14][C:15]([C:18]2[C:32]([F:33])=[C:31]([C@H:34]3[CH2:38][CH2:37][CH2:36][O:35]3)[C:21]3[NH:22][C:23]([NH:25][C:26]([NH:28][CH2:29][CH3:30])=[O:27])=[N:24][C:20]=3[CH:19]=2)=[CH:16][N:17]=1)([CH3:10])[CH3:11])=[O:2].[NH4+:7]. Reactant: [P:1]([O:39][CH2:40][CH2:41][O:42][CH2:43][CH2:44][O:45][CH3:46])([O:8][C:9]([C:12]1[N:17]=[CH:16][C:15]([C:18]2[C:32]([F:33])=[C:31]([C@H:34]3[CH2:38][CH2:37][CH2:36][O:35]3)[C:21]3[NH:22][C:23]([NH:25][C:26]([NH:28][CH2:29][CH3:30])=[O:27])=[N:24][C:20]=3[CH:19]=2)=[CH:14][N:13]=1)([CH3:11])[CH3:10])([O:3]CCC#[N:7])=[O:2].[OH-].[NH4+]. (7) Reactant: [I:1][C:2]1[CH:3]=[C:4]2[C:9]3=[C:10]([CH2:12][O:13][C:14]([CH3:16])([CH3:15])[N:8]3[CH:7]=[C:6]([C:17]([O:19]C)=[O:18])[C:5]2=[O:21])[CH:11]=1.[OH-].[Na+]. Product: [I:1][C:2]1[CH:3]=[C:4]2[C:9]3=[C:10]([CH2:12][O:13][C:14]([CH3:15])([CH3:16])[N:8]3[CH:7]=[C:6]([C:17]([OH:19])=[O:18])[C:5]2=[O:21])[CH:11]=1. The catalyst class is: 1.